The task is: Regression/Classification. Given a drug SMILES string, predict its absorption, distribution, metabolism, or excretion properties. Task type varies by dataset: regression for continuous measurements (e.g., permeability, clearance, half-life) or binary classification for categorical outcomes (e.g., BBB penetration, CYP inhibition). Dataset: cyp2c19_veith.. This data is from CYP2C19 inhibition data for predicting drug metabolism from PubChem BioAssay. (1) The compound is CN(C)S(=O)(=O)Oc1ccsc1C(=O)Nc1cccc(Cl)c1. The result is 1 (inhibitor). (2) The drug is C[NH2+]CCCCC[NH2+]CCC1C[C@H]2CCC[C@@H](C1)C2. The result is 0 (non-inhibitor). (3) The drug is Cc1sc(N)c(C(=O)c2cccc(C(F)(F)F)c2)c1C. The result is 0 (non-inhibitor). (4) The molecule is COC(=O)c1ccc(C(NC(=O)c2ccco2)[C@]2(C)C[C@H]2C2CCCCC2)cc1. The result is 1 (inhibitor). (5) The drug is O=C1CC[C@](CCc2nc3ccccc3[nH]2)(c2ccccc2)C(=O)N1. The result is 0 (non-inhibitor).